Predict which catalyst facilitates the given reaction. From a dataset of Catalyst prediction with 721,799 reactions and 888 catalyst types from USPTO. (1) Reactant: [I:1][C:2]1[CH:7]=[CH:6][C:5]([C:8]2([C:11](O)=[O:12])[CH2:10][CH2:9]2)=[CH:4][CH:3]=1.CCN(CC)CC.ClC(OCC)=O.[BH4-].[Na+].[O-]S([O-])(=O)=O.[Na+].[Na+].CC([O-])=O.[Na+].C1C=C[NH+]=CC=1.[O-][Cr](Cl)(=O)=O. Product: [I:1][C:2]1[CH:3]=[CH:4][C:5]([C:8]2([CH:11]=[O:12])[CH2:9][CH2:10]2)=[CH:6][CH:7]=1. The catalyst class is: 36. (2) Reactant: Cl[C:2]1[N:10]=[C:9]2[C:5]([N:6]=[C:7]([CH3:16])[N:8]2[CH2:11][C:12]([CH3:15])([CH3:14])[CH3:13])=[CH:4][N:3]=1.[C-]#N.[Na+].C1N2CC[N:22](CC2)[CH2:21]1. Product: [CH3:13][C:12]([CH3:15])([CH3:14])[CH2:11][N:8]1[C:7]([CH3:16])=[N:6][C:5]2[C:9]1=[N:10][C:2]([C:21]#[N:22])=[N:3][CH:4]=2. The catalyst class is: 58. (3) Reactant: [CH2:1]([OH:8])[C:2]1[CH:7]=[CH:6][CH:5]=[CH:4][CH:3]=1.[H-].[Na+].[Cl:11][C:12]1[N:17]=[C:16](Cl)[C:15]([N+:19]([O-:21])=[O:20])=[CH:14][N:13]=1.O. Product: [CH2:1]([O:8][C:14]1[C:15]([N+:19]([O-:21])=[O:20])=[CH:16][N:17]=[C:12]([Cl:11])[N:13]=1)[C:2]1[CH:7]=[CH:6][CH:5]=[CH:4][CH:3]=1. The catalyst class is: 3. (4) Reactant: FC(F)(F)S(O[C:7]1[C:8]([CH3:37])([CH3:36])[C@H:9]2[C@:22]([CH3:25])([CH2:23][CH:24]=1)[C@@H:21]1[C@:12]([CH3:35])([C@@:13]3([CH3:34])[C@H:18]([CH2:19][CH2:20]1)[C@H:17]1[C@H:26]([C:29]([CH3:31])=[CH2:30])[CH2:27][CH2:28][C@:16]1([CH:32]=[O:33])[CH2:15][CH2:14]3)[CH2:11][CH2:10]2)(=O)=O.[F:40][CH2:41][C@:42]1([C:57]([O:59][CH2:60][C:61]2[CH:66]=[CH:65][CH:64]=[CH:63][CH:62]=2)=[O:58])[CH2:47][CH2:46][C:45](B2OC(C)(C)C(C)(C)O2)=[CH:44][CH2:43]1.C([O-])([O-])=O.[Na+].[Na+].O. Product: [F:40][CH2:41][C@:42]1([C:57]([O:59][CH2:60][C:61]2[CH:62]=[CH:63][CH:64]=[CH:65][CH:66]=2)=[O:58])[CH2:47][CH2:46][C:45]([C:7]2[C:8]([CH3:37])([CH3:36])[C@H:9]3[C@:22]([CH3:25])([CH2:23][CH:24]=2)[C@@H:21]2[C@:12]([CH3:35])([C@@:13]4([CH3:34])[C@H:18]([CH2:19][CH2:20]2)[C@H:17]2[C@H:26]([C:29]([CH3:31])=[CH2:30])[CH2:27][CH2:28][C@:16]2([CH:32]=[O:33])[CH2:15][CH2:14]4)[CH2:11][CH2:10]3)=[CH:44][CH2:43]1. The catalyst class is: 70. (5) Reactant: [Cl:1][C:2]1[CH:3]=[C:4]([CH:9]=[CH:10][C:11]=1[C:12]#[N:13])[C:5]([O:7]C)=[O:6].[OH-].[Li+]. The catalyst class is: 1. Product: [Cl:1][C:2]1[CH:3]=[C:4]([CH:9]=[CH:10][C:11]=1[C:12]#[N:13])[C:5]([OH:7])=[O:6].